From a dataset of Forward reaction prediction with 1.9M reactions from USPTO patents (1976-2016). Predict the product of the given reaction. (1) The product is: [ClH:1].[O:11]1[CH2:16][CH2:15][N:14]([CH2:17][CH2:18][CH2:19][NH:20][C:2]2[CH:3]=[CH:4][C:5]3[N:6]([CH:8]=[CH:9][N:10]=3)[N:7]=2)[CH2:13][CH2:12]1. Given the reactants [Cl:1][C:2]1[CH:3]=[CH:4][C:5]2[N:6]([CH:8]=[CH:9][N:10]=2)[N:7]=1.[O:11]1[CH2:16][CH2:15][N:14]([CH2:17][CH2:18][CH2:19][NH2:20])[CH2:13][CH2:12]1.Cl, predict the reaction product. (2) Given the reactants S.[Na].[CH2:3]([O:5][C:6]([C:8]1[C:17](=[O:18])[C:16]2[C:11](=[CH:12][C:13]([Br:20])=[C:14]([F:19])[CH:15]=2)[N:10]([CH:21]2[CH2:23][CH2:22]2)[C:9]=1[S:24]C)=[O:7])[CH3:4].Cl, predict the reaction product. The product is: [CH2:3]([O:5][C:6]([C:8]1[C:17](=[O:18])[C:16]2[C:11](=[CH:12][C:13]([Br:20])=[C:14]([F:19])[CH:15]=2)[N:10]([CH:21]2[CH2:22][CH2:23]2)[C:9]=1[SH:24])=[O:7])[CH3:4]. (3) The product is: [CH3:12][O:13][C:14](=[O:22])[C:15]1[CH:20]=[CH:19][CH:18]=[C:17]([NH:21][C:4]2[N:3]=[C:2]([Cl:1])[N:10]=[C:9]3[C:5]=2[N:6]=[CH:7][NH:8]3)[CH:16]=1. Given the reactants [Cl:1][C:2]1[N:10]=[C:9]2[C:5]([NH:6][CH:7]=[N:8]2)=[C:4](Cl)[N:3]=1.[CH3:12][O:13][C:14](=[O:22])[C:15]1[CH:20]=[CH:19][CH:18]=[C:17]([NH2:21])[CH:16]=1.C(O)(C)C, predict the reaction product. (4) Given the reactants Br[C:2]1[CH:3]=[CH:4][C:5]2[S:9][C:8]([S:10]([NH:13][C:14]3[CH:19]=[CH:18][CH:17]=[C:16]([C:20]4[NH:24][N:23]=[N:22][N:21]=4)[CH:15]=3)(=[O:12])=[O:11])=[C:7]([CH3:25])[C:6]=2[CH:26]=1.[Li+].C[Si]([N-:32][Si](C)(C)C)(C)C, predict the reaction product. The product is: [NH2:32][C:2]1[CH:3]=[CH:4][C:5]2[S:9][C:8]([S:10]([NH:13][C:14]3[CH:19]=[CH:18][CH:17]=[C:16]([C:20]4[NH:24][N:23]=[N:22][N:21]=4)[CH:15]=3)(=[O:12])=[O:11])=[C:7]([CH3:25])[C:6]=2[CH:26]=1. (5) The product is: [S:1]1[CH2:2][CH2:3][CH:4]([NH:7][C:8]2[C:9]([C:10]([NH:50][C@@H:51]3[CH2:56][CH2:55][C@H:54]([NH:57][C:58](=[O:64])[O:59][C:60]([CH3:62])([CH3:61])[CH3:63])[CH2:53][CH2:52]3)=[O:12])=[CH:13][CH:14]=[CH:15][N:16]=2)[CH2:5][CH2:6]1. Given the reactants [S:1]1[CH2:6][CH2:5][CH:4]([NH:7][C:8]2[N:16]=[CH:15][CH:14]=[CH:13][C:9]=2[C:10]([OH:12])=O)[CH2:3][CH2:2]1.CCN(C(C)C)C(C)C.CN(C(ON1N=NC2C=CC=NC1=2)=[N+](C)C)C.F[P-](F)(F)(F)(F)F.[NH2:50][C@@H:51]1[CH2:56][CH2:55][C@H:54]([NH:57][C:58](=[O:64])[O:59][C:60]([CH3:63])([CH3:62])[CH3:61])[CH2:53][CH2:52]1, predict the reaction product.